From a dataset of Full USPTO retrosynthesis dataset with 1.9M reactions from patents (1976-2016). Predict the reactants needed to synthesize the given product. (1) Given the product [CH2:1]([C:5]1[CH:6]=[CH:7][C:8]([S:11]([C:14]2[CH:24]=[CH:23][C:17]3[CH2:18][CH2:19][N:20]([CH3:25])[CH2:21][CH2:22][C:16]=3[CH:15]=2)(=[O:12])=[O:13])=[CH:9][CH:10]=1)[CH2:2][CH2:3][CH3:4], predict the reactants needed to synthesize it. The reactants are: [CH2:1]([C:5]1[CH:10]=[CH:9][C:8]([S:11]([C:14]2[CH:24]=[CH:23][C:17]3[CH2:18][CH2:19][NH:20][CH2:21][CH2:22][C:16]=3[CH:15]=2)(=[O:13])=[O:12])=[CH:7][CH:6]=1)[CH2:2][CH2:3][CH3:4].[C:25](O[BH-](OC(=O)C)OC(=O)C)(=O)C.[Na+].C=O.ClCCCl. (2) The reactants are: [I:1]N1C(=O)CCC1=O.[Si:9]([O:16][CH2:17][C@@H:18]([N:20]1[C:24]2[N:25]=[CH:26][N:27]=[CH:28][C:23]=2[CH:22]=[CH:21]1)[CH3:19])([C:12]([CH3:15])([CH3:14])[CH3:13])([CH3:11])[CH3:10].S([O-])([O-])(=O)=S.[Na+].[Na+]. Given the product [Si:9]([O:16][CH2:17][C@@H:18]([N:20]1[C:24]2[N:25]=[CH:26][N:27]=[CH:28][C:23]=2[C:22]([I:1])=[CH:21]1)[CH3:19])([C:12]([CH3:13])([CH3:14])[CH3:15])([CH3:10])[CH3:11], predict the reactants needed to synthesize it.